Dataset: Catalyst prediction with 721,799 reactions and 888 catalyst types from USPTO. Task: Predict which catalyst facilitates the given reaction. Product: [F:1][C:2]1[CH:57]=[CH:56][CH:55]=[CH:54][C:3]=1[CH2:4][N:5]1[CH:10]2[CH2:11][CH2:12][CH:6]1[CH:7]([C:13]1[O:14][C:17]([C:19]3[CH:20]=[C:21]4[C:25](=[CH:26][CH:27]=3)[N:24]([C:28]([C:29]3[CH:34]=[CH:33][CH:32]=[CH:31][CH:30]=3)([C:35]3[CH:36]=[CH:37][CH:38]=[CH:39][CH:40]=3)[C:41]3[CH:42]=[CH:43][CH:44]=[CH:45][CH:46]=3)[N:23]=[C:22]4[C:47]3[CH:52]=[CH:51][N:50]=[C:49]([CH3:53])[CH:48]=3)=[N:16][N:15]=1)[CH2:8][CH2:9]2. Reactant: [F:1][C:2]1[CH:57]=[CH:56][CH:55]=[CH:54][C:3]=1[CH2:4][N:5]1[CH:10]2[CH2:11][CH2:12][CH:6]1[CH:7]([C:13]([NH:15][NH:16][C:17]([C:19]1[CH:20]=[C:21]3[C:25](=[CH:26][CH:27]=1)[N:24]([C:28]([C:41]1[CH:46]=[CH:45][CH:44]=[CH:43][CH:42]=1)([C:35]1[CH:40]=[CH:39][CH:38]=[CH:37][CH:36]=1)[C:29]1[CH:34]=[CH:33][CH:32]=[CH:31][CH:30]=1)[N:23]=[C:22]3[C:47]1[CH:52]=[CH:51][N:50]=[C:49]([CH3:53])[CH:48]=1)=O)=[O:14])[CH2:8][CH2:9]2.N1C=CC=CC=1.P(Cl)(Cl)(Cl)=O. The catalyst class is: 10.